From a dataset of Catalyst prediction with 721,799 reactions and 888 catalyst types from USPTO. Predict which catalyst facilitates the given reaction. (1) Reactant: C(N(CC)CC)C.[CH3:8][O:9][C:10]1[C:29]([O:30][CH3:31])=[C:28]([O:32][CH3:33])[CH:27]=[C:26]([CH3:34])[C:11]=1[C:12]([C:14]1[C:15]([Cl:25])=[N:16][C:17](Cl)=[CH:18][C:19]=1[C:20]([F:23])([F:22])[F:21])=[O:13]. Product: [CH3:8][O:9][C:10]1[C:29]([O:30][CH3:31])=[C:28]([O:32][CH3:33])[CH:27]=[C:26]([CH3:34])[C:11]=1[C:12]([C:14]1[C:15]([Cl:25])=[N:16][CH:17]=[CH:18][C:19]=1[C:20]([F:23])([F:21])[F:22])=[O:13]. The catalyst class is: 129. (2) Reactant: [C:1]([O:5][C:6](=[O:34])[NH:7][C:8]1([C:12]2[CH:17]=[CH:16][C:15]([C:18]3[C:19]([C:28]4[CH:33]=[CH:32][CH:31]=[CH:30][CH:29]=4)=[CH:20][C:21]4[N:22]([C:24](Br)=[CH:25][N:26]=4)[N:23]=3)=[CH:14][CH:13]=2)[CH2:11][CH2:10][CH2:9]1)([CH3:4])([CH3:3])[CH3:2].[CH:35](B1OB(C=C)OB(C=C)O1)=[CH2:36].C(=O)([O-])[O-].[K+].[K+]. Product: [C:1]([O:5][C:6](=[O:34])[NH:7][C:8]1([C:12]2[CH:17]=[CH:16][C:15]([C:18]3[C:19]([C:28]4[CH:33]=[CH:32][CH:31]=[CH:30][CH:29]=4)=[CH:20][C:21]4[N:22]([C:24]([CH:35]=[CH2:36])=[CH:25][N:26]=4)[N:23]=3)=[CH:14][CH:13]=2)[CH2:11][CH2:10][CH2:9]1)([CH3:4])([CH3:3])[CH3:2]. The catalyst class is: 762.